The task is: Predict the reaction yield, written as a fraction of the theoretical maximum amount of product (1.0 means a 100% yield; for example, 0.34 means a 34% yield).. This data is from Reaction yield outcomes from USPTO patents with 853,638 reactions. (1) The reactants are [ClH:1].[Br:2][C:3]1[CH:4]=[C:5](N)[CH:6]=[CH:7][C:8]=1[F:9].C(O[N+]([O-])=O)(C)(C)C.[S:19](=[O:21])=[O:20]. The catalyst is C(Cl)Cl.CO.[Cu](Cl)Cl. The product is [Br:2][C:3]1[CH:4]=[C:5]([S:19]([Cl:1])(=[O:21])=[O:20])[CH:6]=[CH:7][C:8]=1[F:9]. The yield is 0.590. (2) The reactants are [O:1]1[C:5]2[CH:6]=[CH:7][C:8]([C:10]3([C:13]([OH:15])=[O:14])[CH2:12][CH2:11]3)=[CH:9][C:4]=2[CH:3]=[CH:2]1. The catalyst is CO.O=[Pt]=O. The product is [O:1]1[C:5]2[CH:6]=[CH:7][C:8]([C:10]3([C:13]([OH:15])=[O:14])[CH2:12][CH2:11]3)=[CH:9][C:4]=2[CH2:3][CH2:2]1. The yield is 0.470. (3) The reactants are Br[C:2]1[CH:3]=[CH:4][C:5]2[N:11]3[C:12]([CH3:15])=[N:13][N:14]=[C:10]3[C@H:9]([CH3:16])[CH2:8][N:7]([C:17]3[CH:22]=[CH:21][C:20]([Cl:23])=[CH:19][CH:18]=3)[C:6]=2[CH:24]=1.CC1(C)C(C)(C)OB([C:33]2[CH:34]=[CH:35][C:36](=[O:39])[NH:37][CH:38]=2)O1.C(=O)([O-])[O-].[Cs+].[Cs+].C1(C)C=CC=CC=1. The catalyst is O.C1C=CC([P]([Pd]([P](C2C=CC=CC=2)(C2C=CC=CC=2)C2C=CC=CC=2)([P](C2C=CC=CC=2)(C2C=CC=CC=2)C2C=CC=CC=2)[P](C2C=CC=CC=2)(C2C=CC=CC=2)C2C=CC=CC=2)(C2C=CC=CC=2)C2C=CC=CC=2)=CC=1.C(O)C. The product is [Cl:23][C:20]1[CH:19]=[CH:18][C:17]([N:7]2[CH2:8][C@@H:9]([CH3:16])[C:10]3=[N:14][N:13]=[C:12]([CH3:15])[N:11]3[C:5]3[CH:4]=[CH:3][C:2]([C:33]4[CH:34]=[CH:35][C:36](=[O:39])[NH:37][CH:38]=4)=[CH:24][C:6]2=3)=[CH:22][CH:21]=1. The yield is 0.480. (4) The reactants are [Br:1][C:2]1[CH:10]=[C:9]([NH2:11])[C:8]([O:12][CH3:13])=[C:7]2[C:3]=1[C:4]1[CH:17]=[C:16]([CH3:18])[CH:15]=[N:14][C:5]=1[NH:6]2.[CH3:19][C:20]([O:23][C:24](O[C:24]([O:23][C:20]([CH3:22])([CH3:21])[CH3:19])=[O:25])=[O:25])([CH3:22])[CH3:21]. The catalyst is C(Cl)Cl.C1COCC1. The product is [Br:1][C:2]1[CH:10]=[C:9]([NH:11][C:24]([O:23][C:20]([CH3:22])([CH3:21])[CH3:19])=[O:25])[C:8]([O:12][CH3:13])=[C:7]2[C:3]=1[C:4]1[CH:17]=[C:16]([CH3:18])[CH:15]=[N:14][C:5]=1[N:6]2[C:24]([O:23][C:20]([CH3:22])([CH3:21])[CH3:19])=[O:25]. The yield is 0.700. (5) The reactants are [Cl:1][C:2]1[N:3]=[CH:4][C:5]([OH:8])=[N:6][CH:7]=1.[C:9]([O-])([O-])=O.[K+].[K+].CI. The catalyst is CN(C=O)C. The product is [Cl:1][C:2]1[N:3]=[CH:4][C:5](=[O:8])[N:6]([CH3:9])[CH:7]=1. The yield is 0.640. (6) The reactants are [N+:1]([C:4]1[N:9]=[CH:8][C:7]([N:10]2[CH2:15][CH2:14][N:13]([C:16]([C:18]3[CH:23]=[CH:22][CH:21]=[CH:20][C:19]=3[C:24]([F:27])([F:26])[F:25])=[O:17])[CH2:12][CH2:11]2)=[CH:6][CH:5]=1)([O-])=O.C1COCC1. The catalyst is [Pd].CO. The product is [NH2:1][C:4]1[N:9]=[CH:8][C:7]([N:10]2[CH2:11][CH2:12][N:13]([C:16]([C:18]3[CH:23]=[CH:22][CH:21]=[CH:20][C:19]=3[C:24]([F:27])([F:26])[F:25])=[O:17])[CH2:14][CH2:15]2)=[CH:6][CH:5]=1. The yield is 0.490.